Dataset: Catalyst prediction with 721,799 reactions and 888 catalyst types from USPTO. Task: Predict which catalyst facilitates the given reaction. (1) Reactant: [NH2:1][C@H:2]1[CH2:6][N:5]([C:7]([O:9][C:10]([CH3:13])([CH3:12])[CH3:11])=[O:8])[CH2:4][C@H:3]1[C:14]([O:16][C:17]([CH3:20])([CH3:19])[CH3:18])=[O:15].CCN(C(C)C)C(C)C.Cl.[CH3:31][C:32]1[CH:41]=[C:40]([CH2:42][O:43][C:44]2[CH:49]=[CH:48][C:47]([S:50](Cl)(=[O:52])=[O:51])=[CH:46][CH:45]=2)[C:39]2[C:34](=[CH:35][CH:36]=[CH:37][CH:38]=2)[N:33]=1. Product: [CH3:31][C:32]1[CH:41]=[C:40]([CH2:42][O:43][C:44]2[CH:49]=[CH:48][C:47]([S:50]([NH:1][C@H:2]3[CH2:6][N:5]([C:7]([O:9][C:10]([CH3:13])([CH3:12])[CH3:11])=[O:8])[CH2:4][C@H:3]3[C:14]([O:16][C:17]([CH3:20])([CH3:19])[CH3:18])=[O:15])(=[O:52])=[O:51])=[CH:46][CH:45]=2)[C:39]2[C:34](=[CH:35][CH:36]=[CH:37][CH:38]=2)[N:33]=1. The catalyst class is: 9. (2) Reactant: [CH2:1]([S:3]([C:6]1[CH:13]=[CH:12][C:9]([CH:10]=[O:11])=[CH:8][C:7]=1[F:14])(=[O:5])=[O:4])[CH3:2].Cl.OO.[O-:18]Cl=O.[Na+]. Product: [CH2:1]([S:3]([C:6]1[CH:13]=[CH:12][C:9]([C:10]([OH:18])=[O:11])=[CH:8][C:7]=1[F:14])(=[O:4])=[O:5])[CH3:2]. The catalyst class is: 144. (3) Reactant: Cl.Cl[CH2:3][CH2:4][N:5]1[CH2:9][CH2:8][CH2:7][CH2:6]1.[Br:10][C:11]1[CH:12]=[C:13]([SH:17])[CH:14]=[CH:15][CH:16]=1.C(=O)([O-])[O-].[K+].[K+]. Product: [Br:10][C:11]1[CH:12]=[C:13]([S:17][CH2:3][CH2:4][N:5]2[CH2:9][CH2:8][CH2:7][CH2:6]2)[CH:14]=[CH:15][CH:16]=1. The catalyst class is: 10. (4) Reactant: [Br:1][C:2]1[CH:7]=[C:6]([NH:8]C)[C:5]([N+:10]([O-])=O)=[CH:4][N:3]=1.O.O.[Sn](Cl)[Cl:16]. Product: [Br:1][C:2]1[N:3]=[C:4]([Cl:16])[C:5]([NH2:10])=[C:6]([NH2:8])[CH:7]=1. The catalyst class is: 33. (5) Reactant: [Cl:1][C:2]1[S:3][C:4]([CH:7]2[CH2:11][CH2:10][C:9]([NH:12][CH3:13])=[N:8]2)=[CH:5][N:6]=1.[C:14]1([CH:20]([C:33]([O:35]C2C(Cl)=CC(Cl)=CC=2Cl)=O)[C:21]([O:23]C2C(Cl)=CC(Cl)=CC=2Cl)=O)[CH:19]=[CH:18][CH:17]=[CH:16][CH:15]=1. Product: [Cl:1][C:2]1[S:3][C:4]([CH:7]2[N+:8]3[C:33](=[O:35])[CH:20]([C:14]4[CH:15]=[CH:16][CH:17]=[CH:18][CH:19]=4)[CH:21]([O-:23])[N:12]([CH3:13])[C:9]=3[CH2:10][CH2:11]2)=[CH:5][N:6]=1. The catalyst class is: 11. (6) Product: [Cl:13][C:10]1[C:9]2[C:4](=[CH:5][N:6]=[CH:7][CH:8]=2)[N:3]=[C:2]([C:19]2[CH:24]=[CH:23][CH:22]=[CH:21][N:20]=2)[C:11]=1[CH3:12]. The catalyst class is: 109. Reactant: Cl[C:2]1[C:11]([CH3:12])=[C:10]([Cl:13])[C:9]2[C:4](=[CH:5][N:6]=[CH:7][CH:8]=2)[N:3]=1.C([Sn](CCCC)(CCCC)[C:19]1[CH:24]=[CH:23][CH:22]=[CH:21][N:20]=1)CCC. (7) Reactant: [Br:1][C:2]1[N:7]=[C:6]([CH:8]=[O:9])[CH:5]=[CH:4][CH:3]=1.C([O-])([O-])=O.[K+].[K+].CC1C=CC(S([CH2:26][N+:27]#[C-:28])(=O)=O)=CC=1. Product: [Br:1][C:2]1[CH:3]=[CH:4][CH:5]=[C:6]([C:8]2[O:9][CH:28]=[N:27][CH:26]=2)[N:7]=1. The catalyst class is: 5. (8) Product: [CH2:1]([O:3][C:4]([N:6]1[CH2:28][CH2:27][C:10]2[C:11]3[CH:12]([C:20]4[CH:21]=[N:22][CH:23]=[CH:24][CH:25]=4)[C:13]([F:18])([F:19])[CH2:14][C:15]=3[CH:16]=[CH:17][C:9]=2[CH2:8][CH2:7]1)=[O:5])[CH3:2]. The catalyst class is: 11. Reactant: [CH2:1]([O:3][C:4]([N:6]1[CH2:28][CH2:27][C:10]2[C:11]3[C:12](Br)([C:20]4[CH:21]=[N:22][CH:23]=[CH:24][CH:25]=4)[C:13]([F:19])([F:18])[CH2:14][C:15]=3[CH:16]=[CH:17][C:9]=2[CH2:8][CH2:7]1)=[O:5])[CH3:2].C([SnH](CCCC)CCCC)CCC. (9) Reactant: CC[CH:3]([NH:6][C:7]1[CH:12]=[N:11][CH:10]=[C:9](Cl)[N:8]=1)[CH2:4]C.[CH3:14][O-:15].[Na+].CN1[CH2:22][CH2:21][CH2:20]C1=O. Product: [CH2:3]([NH:6][C:7]1[C:12]([CH2:20][CH2:21][CH3:22])=[N:11][CH:10]=[C:9]([O:15][CH3:14])[N:8]=1)[CH3:4]. The catalyst class is: 5.